Dataset: Catalyst prediction with 721,799 reactions and 888 catalyst types from USPTO. Task: Predict which catalyst facilitates the given reaction. (1) Reactant: [N+]([C:4]1[CH:9]=[CH:8][N+:7]([O-:10])=[CH:6][CH:5]=1)([O-])=O.[O-:11][CH2:12][CH3:13].[Na+]. Product: [CH2:12]([O:11][C:4]1[CH:9]=[CH:8][N+:7]([O-:10])=[CH:6][CH:5]=1)[CH3:13]. The catalyst class is: 8. (2) Reactant: [NH2:1][C:2]1[N:3]=[C:4](O)[C:5]2[NH:10][CH:9]=[C:8]([CH2:11][C:12]3[C:17]([CH3:18])=[C:16]([O:19][CH3:20])[C:15]([CH3:21])=[CH:14][N:13]=3)[C:6]=2[N:7]=1.CCN(C1C=CC=CC=1)CC.O=P(Cl)(Cl)[Cl:36]. Product: [Cl:36][C:4]1[C:5]2[NH:10][CH:9]=[C:8]([CH2:11][C:12]3[C:17]([CH3:18])=[C:16]([O:19][CH3:20])[C:15]([CH3:21])=[CH:14][N:13]=3)[C:6]=2[N:7]=[C:2]([NH2:1])[N:3]=1. The catalyst class is: 23. (3) Reactant: [OH:1][C:2]1[CH:3]=[C:4]([C:8]2[N:17]=[C:16]([NH:18][C:19]3[CH:20]=[C:21]4[C:25](=[CH:26][CH:27]=3)[N:24]([C:28]([O:30][C:31]([CH3:34])([CH3:33])[CH3:32])=[O:29])[N:23]=[CH:22]4)[C:15]3[C:10](=[CH:11][CH:12]=[CH:13][CH:14]=3)[N:9]=2)[CH:5]=[CH:6][CH:7]=1.Cl[CH2:36][C:37]([O:39][CH:40]([CH3:42])[CH3:41])=[O:38].C([O-])([O-])=O.[K+].[K+]. Product: [CH:40]([O:39][C:37](=[O:38])[CH2:36][O:1][C:2]1[CH:3]=[C:4]([C:8]2[N:17]=[C:16]([NH:18][C:19]3[CH:20]=[C:21]4[C:25](=[CH:26][CH:27]=3)[N:24]([C:28]([O:30][C:31]([CH3:34])([CH3:33])[CH3:32])=[O:29])[N:23]=[CH:22]4)[C:15]3[C:10](=[CH:11][CH:12]=[CH:13][CH:14]=3)[N:9]=2)[CH:5]=[CH:6][CH:7]=1)([CH3:42])[CH3:41]. The catalyst class is: 3. (4) Reactant: [Cl:1][C:2]1[C:3]([O:12][C:13]2[CH:18]=[C:17]([O:19][C:20]([CH3:25])([CH3:24])[CH2:21][CH2:22][OH:23])[CH:16]=[CH:15][C:14]=2/[CH:26]=[CH:27]/[C:28]([O-:30])=[O:29])=[N:4][CH:5]=[C:6]([C:8]([F:11])([F:10])[F:9])[CH:7]=1.C(N([CH:37]([CH3:39])C)CC)(C)C.[CH3:40][O:41][CH2:42]Cl.O. Product: [Cl:1][C:2]1[C:3]([O:12][C:13]2[CH:18]=[C:17]([O:19][C:20]([CH3:25])([CH3:24])[CH2:21][CH2:22][O:23][CH2:40][O:41][CH3:42])[CH:16]=[CH:15][C:14]=2/[CH:26]=[CH:27]/[C:28]([O:30][CH2:37][CH3:39])=[O:29])=[N:4][CH:5]=[C:6]([C:8]([F:10])([F:9])[F:11])[CH:7]=1. The catalyst class is: 115. (5) Reactant: [CH3:1][CH2:2][O:3][C:4]([C:6]1[N:7](C(OC(C)(C)C)=O)[C:8]2[C:13]([CH:14]=1)=[CH:12][C:11]([Cl:15])=[CH:10][C:9]=2[CH2:16]Br)=[O:5].[CH3:25][N:26]1[CH2:31][CH2:30][NH:29][CH2:28][CH2:27]1. Product: [CH2:2]([O:3][C:4]([C:6]1[NH:7][C:8]2[C:13]([CH:14]=1)=[CH:12][C:11]([Cl:15])=[CH:10][C:9]=2[CH2:16][N:29]1[CH2:30][CH2:31][N:26]([CH3:25])[CH2:27][CH2:28]1)=[O:5])[CH3:1]. The catalyst class is: 1. (6) Reactant: C([O:5][C:6]1[C:18]([F:19])=[CH:17][C:9]([C:10]([NH:12][S:13]([CH3:16])(=[O:15])=[O:14])=[O:11])=[C:8]([F:20])[CH:7]=1)(C)(C)C.Cl. Product: [F:20][C:8]1[CH:7]=[C:6]([OH:5])[C:18]([F:19])=[CH:17][C:9]=1[C:10]([NH:12][S:13]([CH3:16])(=[O:14])=[O:15])=[O:11]. The catalyst class is: 12. (7) Reactant: [CH2:1]([N:3]1[C:8]2=[N:9][C:10](S(C)=O)=[N:11][CH:12]=[C:7]2[CH2:6][N:5]([C:16]2[CH:21]=[C:20]([O:22][CH3:23])[CH:19]=[C:18]([O:24][CH3:25])[C:17]=2[F:26])[C:4]1=[O:27])[CH3:2].[NH2:28][C@H:29]1[CH2:34][CH2:33][C@H:32]([OH:35])[CH2:31][CH2:30]1. Product: [CH2:1]([N:3]1[C:8]2=[N:9][C:10]([NH:28][CH:29]3[CH2:34][CH2:33][CH:32]([OH:35])[CH2:31][CH2:30]3)=[N:11][CH:12]=[C:7]2[CH2:6][N:5]([C:16]2[CH:21]=[C:20]([O:22][CH3:23])[CH:19]=[C:18]([O:24][CH3:25])[C:17]=2[F:26])[C:4]1=[O:27])[CH3:2]. The catalyst class is: 12.